Predict which catalyst facilitates the given reaction. From a dataset of Catalyst prediction with 721,799 reactions and 888 catalyst types from USPTO. (1) Reactant: [CH3:1][O:2][C:3]([C:5]1[S:9][C:8]2[CH:10]=[C:11](Br)[CH:12]=[C:13]([O:14][CH3:15])[C:7]=2[C:6]=1[C:17]([O:19][CH2:20][CH3:21])=[O:18])=[O:4].[N+:22]([C:25]1[CH:26]=[C:27](B(O)O)[CH:28]=[CH:29][CH:30]=1)([O-:24])=[O:23].[F-].[K+]. Product: [CH3:1][O:2][C:3]([C:5]1[S:9][C:8]2[CH:10]=[C:11]([C:28]3[CH:27]=[CH:26][C:25]([N+:22]([O-:24])=[O:23])=[CH:30][CH:29]=3)[CH:12]=[C:13]([O:14][CH3:15])[C:7]=2[C:6]=1[C:17]([O:19][CH2:20][CH3:21])=[O:18])=[O:4]. The catalyst class is: 110. (2) Reactant: [C:1]([C:3]1[C:11]2[C:6](=[CH:7][C:8]([C:12]([O:14]C)=[O:13])=[CH:9][CH:10]=2)[N:5]([CH2:16][CH3:17])[CH:4]=1)#[N:2].N1C2C(=CC=C(C(OC)=O)C=2)C=C1.[OH-].[Na+]. Product: [C:1]([C:3]1[C:11]2[C:6](=[CH:7][C:8]([C:12]([OH:14])=[O:13])=[CH:9][CH:10]=2)[N:5]([CH2:16][CH3:17])[CH:4]=1)#[N:2]. The catalyst class is: 1. (3) Reactant: [NH2:1][C:2]1[C:7]([N+:8]([O-:10])=[O:9])=[CH:6][C:5]([CH2:11][C:12](=[O:16])[C:13]([OH:15])=[O:14])=[CH:4][C:3]=1[CH3:17].C(N(CC)CC)C.[OH-].[Na+].C(OCC)C. Product: [NH2:1][C:2]1[C:7]([N+:8]([O-:10])=[O:9])=[CH:6][C:5]([CH2:11][C@@H:12]([OH:16])[C:13]([OH:15])=[O:14])=[CH:4][C:3]=1[CH3:17]. The catalyst class is: 1. (4) The catalyst class is: 11. Reactant: [NH2:1][C:2]1[CH:20]=[C:19]([N+:21]([O-:23])=[O:22])[CH:18]=[CH:17][C:3]=1[C:4]([NH:6][CH2:7][CH2:8][C:9]1[CH:14]=[CH:13][C:12]([Cl:15])=[CH:11][C:10]=1[Cl:16])=[O:5].[C:24](Cl)(Cl)=[O:25]. Product: [Cl:16][C:10]1[CH:11]=[C:12]([Cl:15])[CH:13]=[CH:14][C:9]=1[CH2:8][CH2:7][N:6]1[C:4](=[O:5])[C:3]2[C:2](=[CH:20][C:19]([N+:21]([O-:23])=[O:22])=[CH:18][CH:17]=2)[NH:1][C:24]1=[O:25].